This data is from PAMPA (Parallel Artificial Membrane Permeability Assay) permeability data from NCATS. The task is: Regression/Classification. Given a drug SMILES string, predict its absorption, distribution, metabolism, or excretion properties. Task type varies by dataset: regression for continuous measurements (e.g., permeability, clearance, half-life) or binary classification for categorical outcomes (e.g., BBB penetration, CYP inhibition). Dataset: pampa_ncats. The drug is COC1=CC(=NC=C1)NC(=S)N2CCN(CC2)C3=C(C=C(C=N3)C(F)(F)F)Cl. The result is 1 (high permeability).